This data is from Forward reaction prediction with 1.9M reactions from USPTO patents (1976-2016). The task is: Predict the product of the given reaction. (1) Given the reactants [F:1][C:2]([F:20])([F:19])[C:3](O)=[CH:4][C:5]([C:7]1[CH:17]=[CH:16][C:10]2[O:11][CH2:12][C:13](=[O:15])[NH:14][C:9]=2[CH:8]=1)=O.Cl.[F:22][C:23]1[CH:28]=[C:27]([F:29])[CH:26]=[CH:25][C:24]=1[NH:30][NH2:31], predict the reaction product. The product is: [F:22][C:23]1[CH:28]=[C:27]([F:29])[CH:26]=[CH:25][C:24]=1[N:30]1[C:5]([C:7]2[CH:17]=[CH:16][C:10]3[O:11][CH2:12][C:13](=[O:15])[NH:14][C:9]=3[CH:8]=2)=[CH:4][C:3]([C:2]([F:20])([F:19])[F:1])=[N:31]1. (2) Given the reactants [NH:1]([C:3]1[CH:8]=[CH:7][C:6]([C:9]([F:12])([F:11])[F:10])=[CH:5][N:4]=1)[NH2:2].[CH3:13][C:14]([O:17][C:18](O[C:18]([O:17][C:14]([CH3:16])([CH3:15])[CH3:13])=[O:19])=[O:19])([CH3:16])[CH3:15].C([O-])([O-])=O.[Na+].[Na+].C(#N)C, predict the reaction product. The product is: [F:11][C:9]([F:12])([F:10])[C:6]1[CH:7]=[CH:8][C:3]([NH:1][NH:2][C:18]([O:17][C:14]([CH3:16])([CH3:15])[CH3:13])=[O:19])=[N:4][CH:5]=1. (3) Given the reactants [Cl:1][C:2]1[C:10]([C:11]2[CH:12]=[N:13][C:14]([C:19]([F:22])([F:21])[F:20])=[CH:15][C:16]=2[C:17]#[N:18])=[CH:9][C:5]([C:6](Cl)=[O:7])=[C:4]([O:23][CH3:24])[CH:3]=1.C(N(CC)CC)C.[CH3:32][C:33]1[CH:39]=[CH:38][CH:37]=[C:36]([CH3:40])[C:34]=1[NH2:35], predict the reaction product. The product is: [Cl:1][C:2]1[C:10]([C:11]2[CH:12]=[N:13][C:14]([C:19]([F:22])([F:21])[F:20])=[CH:15][C:16]=2[C:17]#[N:18])=[CH:9][C:5]([C:6]([NH:35][C:34]2[C:36]([CH3:40])=[CH:37][CH:38]=[CH:39][C:33]=2[CH3:32])=[O:7])=[C:4]([O:23][CH3:24])[CH:3]=1. (4) Given the reactants CC1(C)C(C)(C)OB([C:9]2[CH:21]=[CH:20][C:19]3[C:18]4[C:13](=[CH:14][CH:15]=[CH:16][CH:17]=4)[C:12]([CH2:30][CH2:31][CH2:32][CH2:33][CH2:34][CH2:35][CH2:36][CH3:37])([CH2:22][CH2:23][CH2:24][CH2:25][CH2:26][CH2:27][CH2:28][CH3:29])[C:11]=3[CH:10]=2)O1.Br[C:40]1[CH:41]=[C:42]([C:47]2[O:48][C:49]([C:52]3[CH:57]=[CH:56][C:55]([O:58][CH2:59][CH2:60][CH2:61][CH2:62][CH2:63][CH2:64][CH2:65][CH3:66])=[CH:54][CH:53]=3)=[N:50][N:51]=2)[CH:43]=[C:44](Br)[CH:45]=1.C([O-])([O-])=O.[Na+].[Na+], predict the reaction product. The product is: [CH2:22]([C:12]1([CH2:30][CH2:31][CH2:32][CH2:33][CH2:34][CH2:35][CH2:36][CH3:37])[C:13]2[CH:14]=[C:15]([C:40]3[CH:41]=[C:42]([C:47]4[O:48][C:49]([C:52]5[CH:57]=[CH:56][C:55]([O:58][CH2:59][CH2:60][CH2:61][CH2:62][CH2:63][CH2:64][CH2:65][CH3:66])=[CH:54][CH:53]=5)=[N:50][N:51]=4)[CH:43]=[C:44]([C:9]4[CH:21]=[CH:20][C:19]5[C:18]6[C:13](=[CH:14][CH:15]=[CH:16][CH:17]=6)[C:12]([CH2:30][CH2:31][CH2:32][CH2:33][CH2:34][CH2:35][CH2:36][CH3:37])([CH2:22][CH2:23][CH2:24][CH2:25][CH2:26][CH2:27][CH2:28][CH3:29])[C:11]=5[CH:10]=4)[CH:45]=3)[CH:16]=[CH:17][C:18]=2[C:19]2[C:11]1=[CH:10][CH:9]=[CH:21][CH:20]=2)[CH2:23][CH2:24][CH2:25][CH2:26][CH2:27][CH2:28][CH3:29]. (5) Given the reactants CO[C:3](=[O:18])[CH2:4][C:5]1([NH:9][C:10](=[O:17])[CH2:11][C:12]([O:14][CH2:15]C)=[O:13])[CH2:8][O:7][CH2:6]1.COC(=O)CC1(NC(=O)CC(OCC)=O)CCCCC1, predict the reaction product. The product is: [O:17]=[C:10]1[CH:11]([C:12]([O:14][CH3:15])=[O:13])[C:3](=[O:18])[CH2:4][C:5]2([CH2:6][O:7][CH2:8]2)[NH:9]1.